From a dataset of Reaction yield outcomes from USPTO patents with 853,638 reactions. Predict the reaction yield, written as a fraction of the theoretical maximum amount of product (1.0 means a 100% yield; for example, 0.34 means a 34% yield). (1) The reactants are Cl[C:2]1[N:7]=[C:6]([NH:8][C:9]2[CH:14]=[CH:13][C:12]3[O:15][CH2:16][CH2:17][O:18][C:11]=3[CH:10]=2)[C:5]([F:19])=[CH:4][N:3]=1.[NH2:20][C:21]1[CH:22]=[N:23][CH:24]=[CH:25][CH:26]=1.CC(C)([O-])C.[Na+].C1C=CC(P(C2C=CC3C(=CC=CC=3)C=2C2C3C(=CC=CC=3)C=CC=2P(C2C=CC=CC=2)C2C=CC=CC=2)C2C=CC=CC=2)=CC=1.C(N(CC)C(C)C)(C)C. The catalyst is C1(C)C=CC=CC=1.C([O-])(=O)C.[Pd+2].C([O-])(=O)C. The yield is 0.140. The product is [CH2:17]1[CH2:16][O:15][C:12]2[CH:13]=[CH:14][C:9]([NH:8][C:6]3[C:5]([F:19])=[CH:4][N:3]=[C:2]([NH:20][C:21]4[CH:22]=[N:23][CH:24]=[CH:25][CH:26]=4)[N:7]=3)=[CH:10][C:11]=2[O:18]1. (2) The reactants are [CH2:1]([N:8]([CH2:31][C:32]1[CH:37]=[CH:36][CH:35]=[CH:34][CH:33]=1)[C@@H:9]([CH2:24][C:25]1[CH:30]=[CH:29][CH:28]=[CH:27][CH:26]=1)[C@@H:10]([C@H:12]1[CH2:16][CH2:15][CH2:14][N:13]1[C:17]([O:19][C:20]([CH3:23])([CH3:22])[CH3:21])=[O:18])[OH:11])[C:2]1[CH:7]=[CH:6][CH:5]=[CH:4][CH:3]=1.CCN(CC)CC. The catalyst is CS(C)=O.O.CCOC(C)=O. The product is [CH2:1]([N:8]([CH2:31][C:32]1[CH:33]=[CH:34][CH:35]=[CH:36][CH:37]=1)[C@@H:9]([CH2:24][C:25]1[CH:30]=[CH:29][CH:28]=[CH:27][CH:26]=1)[C:10]([C@H:12]1[CH2:16][CH2:15][CH2:14][N:13]1[C:17]([O:19][C:20]([CH3:22])([CH3:21])[CH3:23])=[O:18])=[O:11])[C:2]1[CH:3]=[CH:4][CH:5]=[CH:6][CH:7]=1. The yield is 0.540. (3) The reactants are [N+:1]([C:4]1[CH:9]=[CH:8][C:7]([CH2:10][C:11](=[O:17])C(OCC)=O)=[CH:6][CH:5]=1)([O-:3])=[O:2].[CH2:18]([NH2:21])[CH2:19][NH2:20]. The catalyst is CO. The product is [N+:1]([C:4]1[CH:5]=[CH:6][C:7]([C:10]2[C:11](=[O:17])[NH:20][CH2:19][CH2:18][N:21]=2)=[CH:8][CH:9]=1)([O-:3])=[O:2]. The yield is 0.890. (4) The reactants are [C:1]([O:5][C:6]([C:8]1[CH:9]=[C:10](Br)[CH:11]=[C:12]2[C:17]=1[O:16][C:15]([CH3:19])([CH3:18])[CH2:14][C:13]2([CH3:21])[CH3:20])=[O:7])([CH3:4])([CH3:3])[CH3:2].C(N(CC)CC)C.[CH3:30][Si:31]([C:34]#[CH:35])([CH3:33])[CH3:32].C(OCC)(=O)C. The catalyst is CCCCCC.[Cu]I.Cl[Pd](Cl)([P](C1C=CC=CC=1)(C1C=CC=CC=1)C1C=CC=CC=1)[P](C1C=CC=CC=1)(C1C=CC=CC=1)C1C=CC=CC=1. The product is [C:1]([O:5][C:6]([C:8]1[CH:9]=[C:10]([C:35]#[C:34][Si:31]([CH3:33])([CH3:32])[CH3:30])[CH:11]=[C:12]2[C:17]=1[O:16][C:15]([CH3:19])([CH3:18])[CH2:14][C:13]2([CH3:21])[CH3:20])=[O:7])([CH3:4])([CH3:3])[CH3:2]. The yield is 0.320. (5) The reactants are [CH2:1]1[C@H:5]2[CH2:6][CH2:7][CH2:8][C@H:4]2[CH2:3][N:2]1[CH2:9][CH2:10][CH2:11][O:12][C:13]1[CH:21]=[CH:20][C:16]([C:17]([NH2:19])=[O:18])=[CH:15][CH:14]=1.CC(C)=O.[ClH:26]. The catalyst is O. The product is [ClH:26].[CH2:1]1[C@H:5]2[CH2:6][CH2:7][CH2:8][C@H:4]2[CH2:3][N:2]1[CH2:9][CH2:10][CH2:11][O:12][C:13]1[CH:14]=[CH:15][C:16]([C:17]([NH2:19])=[O:18])=[CH:20][CH:21]=1. The yield is 0.850. (6) The reactants are [Cl:1][C:2]1[C:7]2[C:8](=[O:23])[N:9]([CH2:13][C:14]3[C:15](=[O:22])[NH:16][C:17]([CH3:21])=[CH:18][C:19]=3[CH3:20])[CH2:10][CH2:11][O:12][C:6]=2[CH:5]=[CH:4][C:3]=1[O:24]C.B(Br)(Br)Br. The catalyst is C(Cl)Cl. The product is [Cl:1][C:2]1[C:7]2[C:8](=[O:23])[N:9]([CH2:13][C:14]3[C:15](=[O:22])[NH:16][C:17]([CH3:21])=[CH:18][C:19]=3[CH3:20])[CH2:10][CH2:11][O:12][C:6]=2[CH:5]=[CH:4][C:3]=1[OH:24]. The yield is 0.950.